Dataset: Full USPTO retrosynthesis dataset with 1.9M reactions from patents (1976-2016). Task: Predict the reactants needed to synthesize the given product. (1) Given the product [N:1]1[CH:6]=[CH:5][CH:4]=[CH:3][C:2]=1[C:7]1[O:8][C:9]2[CH2:14][CH2:13][N:12]([C:15]3[CH:22]=[CH:21][CH:20]=[CH:17][C:16]=3[C:28]#[N:29])[CH2:11][C:10]=2[N:23]=1, predict the reactants needed to synthesize it. The reactants are: [N:1]1[CH:6]=[CH:5][CH:4]=[CH:3][C:2]=1[C:7]1[O:8][C:9]2[CH2:14][CH2:13][N:12]([C:15]3[CH:16]=[C:17]([CH:20]=[CH:21][CH:22]=3)C#N)[CH2:11][C:10]=2[N:23]=1.BrC1C=C(C=CC=1)[C:28]#[N:29]. (2) Given the product [F:21][C:17]1[C:16]2[N:12]([C@@H:5]([C:6]3[CH:11]=[CH:10][CH:9]=[CH:8][CH:7]=3)[CH2:4][CH2:3][NH:27][CH3:26])[C:13](=[O:25])[N:14]([CH:22]([CH3:24])[CH3:23])[C:15]=2[CH:20]=[CH:19][CH:18]=1, predict the reactants needed to synthesize it. The reactants are: Cl.Cl[CH2:3][CH2:4][C@@H:5]([N:12]1[C:16]2[C:17]([F:21])=[CH:18][CH:19]=[CH:20][C:15]=2[N:14]([CH:22]([CH3:24])[CH3:23])[C:13]1=[O:25])[C:6]1[CH:11]=[CH:10][CH:9]=[CH:8][CH:7]=1.[CH3:26][NH2:27]. (3) Given the product [CH2:1]([N:5]1[CH:9]=[C:8]([C:10]2[CH:15]=[CH:14][C:13]([Cl:16])=[CH:12][C:11]=2[Cl:17])[N:7]=[C:6]1[C@@H:18]([NH:27][C:28]([C@H:30]1[CH2:35][CH2:34][C@H:33]([CH2:36][CH3:37])[CH2:32][CH2:31]1)=[O:29])[CH2:19][C:20]1[CH:21]=[CH:22][C:23]([O:26][C:39]2[CH:48]=[CH:47][C:42]([C:43]([OH:45])=[O:44])=[CH:41][CH:40]=2)=[CH:24][CH:25]=1)[CH2:2][CH2:3][CH3:4], predict the reactants needed to synthesize it. The reactants are: [CH2:1]([N:5]1[CH:9]=[C:8]([C:10]2[CH:15]=[CH:14][C:13]([Cl:16])=[CH:12][C:11]=2[Cl:17])[N:7]=[C:6]1[C@@H:18]([NH:27][C:28]([C@H:30]1[CH2:35][CH2:34][C@H:33]([CH2:36][CH3:37])[CH2:32][CH2:31]1)=[O:29])[CH2:19][C:20]1[CH:25]=[CH:24][C:23]([OH:26])=[CH:22][CH:21]=1)[CH2:2][CH2:3][CH3:4].I[C:39]1[CH:48]=[CH:47][C:42]([C:43]([O:45]C)=[O:44])=[CH:41][CH:40]=1. (4) Given the product [C:19](=[N:32][C:2]1[CH:3]=[CH:4][C:5]([F:18])=[C:6]([C:8]2([CH:15]3[CH2:17][CH2:16]3)[NH:13][C:12](=[O:14])[CH2:11][O:10][CH2:9]2)[CH:7]=1)([C:26]1[CH:27]=[CH:28][CH:29]=[CH:30][CH:31]=1)[C:20]1[CH:25]=[CH:24][CH:23]=[CH:22][CH:21]=1, predict the reactants needed to synthesize it. The reactants are: Br[C:2]1[CH:3]=[CH:4][C:5]([F:18])=[C:6]([C:8]2([CH:15]3[CH2:17][CH2:16]3)[NH:13][C:12](=[O:14])[CH2:11][O:10][CH2:9]2)[CH:7]=1.[C:19](=[NH:32])([C:26]1[CH:31]=[CH:30][CH:29]=[CH:28][CH:27]=1)[C:20]1[CH:25]=[CH:24][CH:23]=[CH:22][CH:21]=1.